This data is from Reaction yield outcomes from USPTO patents with 853,638 reactions. The task is: Predict the reaction yield, written as a fraction of the theoretical maximum amount of product (1.0 means a 100% yield; for example, 0.34 means a 34% yield). (1) The reactants are C([O-])([O-])=O.[K+].[K+].[CH2:7]([O:9][C:10](=[O:23])[C:11]1[CH:16]=[C:15](I)[C:14]([O:18][CH2:19][CH2:20][OH:21])=[C:13]([Br:22])[CH:12]=1)[CH3:8].[F:24][C:25]([F:36])([F:35])[C:26]1[CH:27]=[C:28](B(O)O)[CH:29]=[CH:30][CH:31]=1.C(Cl)Cl.Cl. The yield is 0.360. The catalyst is C1C=CC(P(C2C=CC=CC=2)[C-]2C=CC=C2)=CC=1.C1C=CC(P(C2C=CC=CC=2)[C-]2C=CC=C2)=CC=1.Cl[Pd]Cl.[Fe+2].O1CCOCC1. The product is [CH2:7]([O:9][C:10](=[O:23])[C:11]1[CH:16]=[C:15]([C:30]2[CH:29]=[CH:28][CH:27]=[C:26]([C:25]([F:36])([F:35])[F:24])[CH:31]=2)[C:14]([O:18][CH2:19][CH2:20][OH:21])=[C:13]([C:30]2[CH:29]=[CH:28][CH:27]=[C:26]([C:25]([F:36])([F:35])[F:24])[CH:31]=2)[CH:12]=1)[CH3:8].[CH2:7]([O:9][C:10](=[O:23])[C:11]1[CH:16]=[C:15]([C:30]2[CH:29]=[CH:28][CH:27]=[C:26]([C:25]([F:36])([F:35])[F:24])[CH:31]=2)[C:14]([O:18][CH2:19][CH2:20][OH:21])=[C:13]([Br:22])[CH:12]=1)[CH3:8]. (2) The reactants are [CH3:1][CH:2]([CH3:6])[CH2:3][CH:4]=O.[Br:7][C:8]1[CH:13]=[CH:12][C:11]([NH:14]N)=[CH:10][CH:9]=1. The catalyst is C(O)(=O)C. The product is [Br:7][C:8]1[CH:13]=[C:12]2[C:11](=[CH:10][CH:9]=1)[NH:14][CH:4]=[C:3]2[CH:2]([CH3:6])[CH3:1]. The yield is 0.384. (3) The reactants are ClC(Cl)(O[C:5](=[O:11])OC(Cl)(Cl)Cl)Cl.Cl.Cl.[N:15]1([C:22]2[CH:23]=[C:24]([C:28]3[N:32]([CH3:33])[C:31]4[CH:34]=[CH:35][CH:36]=[CH:37][C:30]=4[N:29]=3)[CH:25]=[CH:26][CH:27]=2)[CH2:21][CH2:20][CH2:19][NH:18][CH2:17][CH2:16]1.CCN(C(C)C)C(C)C.[CH3:47][N:48]1[CH2:53][CH2:52][NH:51][CH2:50][CH2:49]1.C([O-])(O)=O.[Na+]. The catalyst is ClCCl. The product is [CH3:33][N:32]1[C:31]2[CH:34]=[CH:35][CH:36]=[CH:37][C:30]=2[N:29]=[C:28]1[C:24]1[CH:23]=[C:22]([N:15]2[CH2:21][CH2:20][CH2:19][N:18]([C:5]([N:51]3[CH2:52][CH2:53][N:48]([CH3:47])[CH2:49][CH2:50]3)=[O:11])[CH2:17][CH2:16]2)[CH:27]=[CH:26][CH:25]=1. The yield is 0.130.